This data is from Reaction yield outcomes from USPTO patents with 853,638 reactions. The task is: Predict the reaction yield, written as a fraction of the theoretical maximum amount of product (1.0 means a 100% yield; for example, 0.34 means a 34% yield). (1) The reactants are [N+:1]([C:4]1[CH:9]=[CH:8][CH:7]=[CH:6][C:5]=1[OH:10])([O-:3])=[O:2].[CH3:11][O:12][C:13]([C:15]1[CH:20]=[CH:19][C:18]([C:21](Cl)=[O:22])=[CH:17][CH:16]=1)=[O:14]. The catalyst is C1COCC1.N1C=CC=CC=1.C(=O)(O)[O-].[Na+].CCOC(C)=O. The yield is 0.940. The product is [N+:1]([C:4]1[CH:9]=[CH:8][CH:7]=[CH:6][C:5]=1[O:10][C:21](=[O:22])[C:18]1[CH:17]=[CH:16][C:15]([C:13]([O:12][CH3:11])=[O:14])=[CH:20][CH:19]=1)([O-:3])=[O:2]. (2) The reactants are [CH3:1][CH:2]([CH3:14])[CH:3](O)[CH2:4][CH2:5][NH:6][C:7]1[CH:12]=[CH:11][CH:10]=[CH:9][CH:8]=1.[OH-].[Na+]. The catalyst is OS(O)(=O)=O. The product is [CH3:1][C:2]1([CH3:14])[CH2:3][CH2:4][CH2:5][NH:6][C:7]2[CH:12]=[CH:11][CH:10]=[CH:9][C:8]1=2. The yield is 0.0800. (3) The reactants are Cl.[CH3:2][O:3][C:4](=[NH:11])[C:5]1[CH:10]=[CH:9][CH:8]=[CH:7][CH:6]=1.C(=O)([O-])[O-].[Na+].[Na+]. The catalyst is C(OCC)C. The product is [CH3:2][O:3][C:4](=[NH:11])[C:5]1[CH:10]=[CH:9][CH:8]=[CH:7][CH:6]=1. The yield is 0.810. (4) The reactants are [CH2:1]([O:8][C:9]1[CH:17]=[C:16]([O:18][CH2:19][C:20]2[CH:25]=[CH:24][CH:23]=[CH:22][CH:21]=2)[CH:15]=[CH:14][C:10]=1[C:11](O)=[O:12])[C:2]1[CH:7]=[CH:6][CH:5]=[CH:4][CH:3]=1.C([O-])([O-])=O.[K+].[K+].[NH2:32][C:33]1[CH:38]=[CH:37][C:36]([N+:39]([O-:41])=[O:40])=[CH:35][C:34]=1[OH:42]. The catalyst is C1COCC1. The product is [CH2:1]([O:8][C:9]1[CH:17]=[C:16]([O:18][CH2:19][C:20]2[CH:25]=[CH:24][CH:23]=[CH:22][CH:21]=2)[CH:15]=[CH:14][C:10]=1[C:11]([NH:32][C:33]1[CH:38]=[CH:37][C:36]([N+:39]([O-:41])=[O:40])=[CH:35][C:34]=1[OH:42])=[O:12])[C:2]1[CH:3]=[CH:4][CH:5]=[CH:6][CH:7]=1. The yield is 0.557.